From a dataset of Catalyst prediction with 721,799 reactions and 888 catalyst types from USPTO. Predict which catalyst facilitates the given reaction. (1) Reactant: [CH3:1][C:2]1[CH:7]=[C:6]([NH2:8])[CH:5]=[C:4]([CH3:9])[N:3]=1.[Cl:10][CH2:11][CH2:12][N:13]=[C:14]=[O:15]. Product: [Cl:10][CH2:11][CH2:12][NH:13][C:14]([NH:8][C:6]1[CH:5]=[C:4]([CH3:9])[N:3]=[C:2]([CH3:1])[CH:7]=1)=[O:15]. The catalyst class is: 1. (2) Reactant: [NH2:1][C:2]1[C:19]([O:20][CH3:21])=[CH:18][C:17]2[C@@H:16]3[C@H:7]([C@H:8]4[C@@:12]([CH2:14][CH2:15]3)([CH3:13])[C:11](=[CH2:22])[CH2:10][CH2:9]4)[CH2:6][CH2:5][C:4]=2[CH:3]=1.[CH3:23]C(C)(C)C(C(OC(C(=O)C(C)(C)C)=O)=O)=O. Product: [NH2:1][C:2]1[C:19]([O:20][CH2:21][CH3:23])=[CH:18][C:17]2[C@@H:16]3[C@H:7]([C@H:8]4[C@@:12]([CH2:14][CH2:15]3)([CH3:13])[C:11](=[CH2:22])[CH2:10][CH2:9]4)[CH2:6][CH2:5][C:4]=2[CH:3]=1. The catalyst class is: 22. (3) Reactant: [Br:1][C:2]1[CH:7]=[CH:6][C:5]([S:8]([CH3:11])(=[O:10])=[O:9])=[C:4]([N+:12]([O-])=O)[CH:3]=1.[Cl-].[NH4+].O. Product: [Br:1][C:2]1[CH:7]=[CH:6][C:5]([S:8]([CH3:11])(=[O:10])=[O:9])=[C:4]([NH2:12])[CH:3]=1. The catalyst class is: 284. (4) The catalyst class is: 10. Reactant: [C:1]1([OH:7])[CH:6]=[CH:5][CH:4]=[CH:3][CH:2]=1.Br[CH2:9][CH2:10][CH2:11]Cl.C(=O)([O-])[O-].[K+].[K+].Cl.[CH3:20][C@@H:21]1[CH2:25][CH2:24][CH2:23][NH:22]1.[I-].[Na+]. Product: [CH3:9][C@@H:10]1[CH2:11][CH2:20][CH2:21][N:22]1[CH2:23][CH2:24][CH2:25][O:7][C:1]1[CH:6]=[CH:5][CH:4]=[CH:3][CH:2]=1. (5) Reactant: [NH2:1][C:2]1[CH:10]=[C:9]([Cl:11])[CH:8]=[CH:7][C:3]=1[C:4](O)=[O:5].C1C=CC2N(O)N=[N:18]C=2C=1.CCN=C=NCCCN(C)C.Cl.[NH4+].[OH-]. Product: [NH2:1][C:2]1[CH:10]=[C:9]([Cl:11])[CH:8]=[CH:7][C:3]=1[C:4]([NH2:18])=[O:5]. The catalyst class is: 18.